Dataset: Catalyst prediction with 721,799 reactions and 888 catalyst types from USPTO. Task: Predict which catalyst facilitates the given reaction. (1) Reactant: Cl.Cl.[O:3]1[CH2:8][CH2:7][CH:6]([CH2:9][NH:10][NH2:11])[CH2:5][CH2:4]1.C(O/[CH:15]=[C:16](\[C:22](=O)[CH3:23])/[C:17]([O:19][CH2:20][CH3:21])=[O:18])C. Product: [CH3:23][C:22]1[N:10]([CH2:9][CH:6]2[CH2:7][CH2:8][O:3][CH2:4][CH2:5]2)[N:11]=[CH:15][C:16]=1[C:17]([O:19][CH2:20][CH3:21])=[O:18]. The catalyst class is: 14. (2) The catalyst class is: 371. Reactant: [N:1]1[CH:6]=[CH:5][CH:4]=[CH:3][C:2]=1[NH:7][NH2:8].C[O:10][C:11](=O)[C:12]#[C:13][CH3:14].CC(C)([O-])C. Product: [CH3:14][C:13]1[N:7]([C:2]2[CH:3]=[CH:4][CH:5]=[CH:6][N:1]=2)[NH:8][C:11](=[O:10])[CH:12]=1. (3) Reactant: CC1C=CC2C(=C3C(=CC=2)C=CC(C)=N3)N=1.CC(C)([O-])C.[Na+].[C:23]([O:27][C:28]([N:30]1[CH2:35][CH2:34][CH:33]([SH:36])[CH2:32][CH2:31]1)=[O:29])([CH3:26])([CH3:25])[CH3:24].[Mg].[NH2:38][C:39]1[CH:44]=[CH:43][C:42](I)=[CH:41][N:40]=1. Product: [C:23]([O:27][C:28]([N:30]1[CH2:35][CH2:34][CH:33]([S:36][C:42]2[CH:41]=[N:40][C:39]([NH2:38])=[CH:44][CH:43]=2)[CH2:32][CH2:31]1)=[O:29])([CH3:26])([CH3:24])[CH3:25]. The catalyst class is: 509. (4) Product: [C:56]([C@:5]1([CH3:55])[CH2:6][C@@H:7]2[C@@:2]([CH3:1])([CH2:24][CH2:23][C@:22]3([CH3:25])[C:8]2=[CH:9][C:10](=[O:11])[C@H:12]2[C@@:21]3([CH3:26])[CH2:20][CH2:19][C@@H:18]3[C@:13]2([CH3:54])[CH2:14][CH2:15][C@H:16]([O:29][C:30]([C:31]2[CH2:32][CH2:33][CH2:34][C:36]=2[C:64]([OH:66])=[O:65])=[O:35])[C:17]3([CH3:27])[CH3:28])[CH2:3][CH2:4]1)([OH:58])=[O:57]. Reactant: [CH3:1][C@@:2]12[CH2:24][CH2:23][C@:22]3([CH3:25])[C:8](=[CH:9][C:10]([C@H:12]4[C@@:21]3([CH3:26])[CH2:20][CH2:19][C@@H:18]3[C@:13]4([CH3:54])[CH2:14][CH2:15][C@H:16]([O:29][C@H:30]4[O:35][C@H:34]([C:36](O)=O)[C@@H:33](O)[C@H:32](O)[C@H:31]4O[C@@H]4O[C@H](C(O)=O)[C@@H](O)[C@H](O)[C@H]4O)[C:17]3([CH3:28])[CH3:27])=[O:11])[C@@H:7]1[CH2:6][C@:5]([C:56]([OH:58])=[O:57])([CH3:55])[CH2:4][CH2:3]2.C12C(=O)[O:66][C:64](=[O:65])C=1CCC2.Cl. The catalyst class is: 377. (5) Reactant: [NH2:1][C:2]1[CH:3]=[C:4]([CH:8]2[C:17]3[C:12](=[C:13]4[CH:21]=[CH:20][CH:19]=[CH:18][C:14]4=[CH:15][CH:16]=3)[NH:11][C:10](=[O:22])[CH2:9]2)[CH:5]=[CH:6][CH:7]=1.S(=O)(=O)(O)O.N([O-])=O.[Na+].[N-:32]=[N+:33]=[N-].[Na+]. Product: [N:1]([C:2]1[CH:3]=[C:4]([CH:8]2[C:17]3[C:12](=[C:13]4[CH:21]=[CH:20][CH:19]=[CH:18][C:14]4=[CH:15][CH:16]=3)[NH:11][C:10](=[O:22])[CH2:9]2)[CH:5]=[CH:6][CH:7]=1)=[N+:32]=[N-:33]. The catalyst class is: 72. (6) Reactant: CC1(C)[O:6][C:5](=[CH:7][C:8]([N:10]([CH:13]([C:15]2[CH:20]=[CH:19][C:18]([F:21])=[CH:17][CH:16]=2)[CH3:14])[O:11][CH3:12])=[O:9])[C:4](=[O:22])O1.C=O.CN.ClC1C=C(C=CC=1Cl)[CH2:32][N:33](C)[C:34](C1CN(C)C(=O)C=1O)=O. Product: [F:21][C:18]1[CH:17]=[CH:16][C:15]([CH:13]([N:10]([O:11][CH3:12])[C:8]([C:7]2[CH2:32][N:33]([CH3:34])[C:4](=[O:22])[C:5]=2[OH:6])=[O:9])[CH3:14])=[CH:20][CH:19]=1. The catalyst class is: 5. (7) Reactant: [Cl:1][C:2]1[CH:7]=[CH:6][C:5]([CH:8]([C:10]2[CH:11]=[N:12][N:13]([CH3:15])[CH:14]=2)[NH2:9])=[CH:4][C:3]=1[F:16].CCN(C(C)C)C(C)C.[OH:26][CH2:27][C@@H:28]([NH:30][C:31]1[N:40]=[CH:39][C:38]2[C:33](=[CH:34][C:35]([C:41](O)=[O:42])=[CH:36][CH:37]=2)[N:32]=1)[CH3:29].CN(C(ON1N=NC2C=CC=CC1=2)=[N+](C)C)C.F[P-](F)(F)(F)(F)F. Product: [Cl:1][C:2]1[CH:7]=[CH:6][C:5]([CH:8]([C:10]2[CH:11]=[N:12][N:13]([CH3:15])[CH:14]=2)[NH:9][C:41]([C:35]2[CH:34]=[C:33]3[C:38]([CH:39]=[N:40][C:31]([NH:30][C@@H:28]([CH3:29])[CH2:27][OH:26])=[N:32]3)=[CH:37][CH:36]=2)=[O:42])=[CH:4][C:3]=1[F:16]. The catalyst class is: 136.